This data is from Full USPTO retrosynthesis dataset with 1.9M reactions from patents (1976-2016). The task is: Predict the reactants needed to synthesize the given product. Given the product [Cl:1][C:2]1[CH:9]=[CH:8][C:5]([CH:6]=[N:11][OH:12])=[CH:4][CH:3]=1, predict the reactants needed to synthesize it. The reactants are: [Cl:1][C:2]1[CH:9]=[CH:8][C:5]([CH:6]=O)=[CH:4][CH:3]=1.Cl.[NH2:11][OH:12].CO.[OH-].[Na+].